Dataset: Reaction yield outcomes from USPTO patents with 853,638 reactions. Task: Predict the reaction yield, written as a fraction of the theoretical maximum amount of product (1.0 means a 100% yield; for example, 0.34 means a 34% yield). (1) The reactants are Cl.Cl[CH2:3][CH2:4][N:5]1[CH2:10][CH2:9][O:8][CH2:7][CH2:6]1.C(=O)([O-])[O-].[Cs+].[Cs+].[F:17][C:18]1[C:23]([F:24])=[CH:22][CH:21]=[CH:20][C:19]=1[OH:25]. The catalyst is [I-].C([N+](CCCC)(CCCC)CCCC)CCC.C(#N)C. The product is [F:17][C:18]1[C:23]([F:24])=[CH:22][CH:21]=[CH:20][C:19]=1[O:25][CH2:3][CH2:4][N:5]1[CH2:10][CH2:9][O:8][CH2:7][CH2:6]1. The yield is 0.990. (2) No catalyst specified. The product is [CH3:5][C:2]([C:6]1[NH:10][N:9]=[C:8]([C:11]2[CH:16]=[CH:15][CH:14]=[CH:13][CH:12]=2)[N:7]=1)([CH3:1])[CH2:3][NH:4][C:29](=[O:30])[C:28]1[CH:32]=[C:24]([C:21]2[N:20]=[C:19]([C:18]([F:34])([F:33])[F:17])[O:23][N:22]=2)[CH:25]=[N:26][CH:27]=1. The yield is 0.230. The reactants are [CH3:1][C:2]([C:6]1[NH:10][N:9]=[C:8]([C:11]2[CH:16]=[CH:15][CH:14]=[CH:13][CH:12]=2)[N:7]=1)([CH3:5])[CH2:3][NH2:4].[F:17][C:18]([F:34])([F:33])[C:19]1[O:23][N:22]=[C:21]([C:24]2[CH:25]=[N:26][CH:27]=[C:28]([CH:32]=2)[C:29](O)=[O:30])[N:20]=1. (3) The reactants are [H-].[Na+].[Si:3]([O:20][CH2:21][CH2:22][O:23][CH2:24][C@H:25]([OH:30])[C:26]([O:28][CH3:29])=[O:27])([C:16]([CH3:19])([CH3:18])[CH3:17])([C:10]1[CH:15]=[CH:14][CH:13]=[CH:12][CH:11]=1)[C:4]1[CH:9]=[CH:8][CH:7]=[CH:6][CH:5]=1.Cl[C:32]1[N:37]=[CH:36][N:35]=[C:34]2[N:38]([C:41]3[CH:46]=[C:45]([F:47])[CH:44]=[CH:43][C:42]=3[CH3:48])[N:39]=[CH:40][C:33]=12.C(O)(=O)CC(CC(O)=O)(C(O)=O)O. The yield is 0.533. The catalyst is C1COCC1. The product is [Si:3]([O:20][CH2:21][CH2:22][O:23][CH2:24][C@H:25]([O:30][C:32]1[N:37]=[CH:36][N:35]=[C:34]2[N:38]([C:41]3[CH:46]=[C:45]([F:47])[CH:44]=[CH:43][C:42]=3[CH3:48])[N:39]=[CH:40][C:33]=12)[C:26]([O:28][CH3:29])=[O:27])([C:16]([CH3:19])([CH3:18])[CH3:17])([C:10]1[CH:15]=[CH:14][CH:13]=[CH:12][CH:11]=1)[C:4]1[CH:5]=[CH:6][CH:7]=[CH:8][CH:9]=1. (4) The reactants are C1(P(C2C=CC=CC=2)C2C=CC=CC=2)C=CC=CC=1.II.C(N(CC)CC)C.[Si:29]([O:36][C@@H:37]([CH3:64])[C@@H:38]([NH:53][C:54]1[CH:59]=[CH:58][C:57]([C:60]#[N:61])=[C:56]([Cl:62])[C:55]=1[CH3:63])[C:39]([NH:41][NH:42][C:43](=O)[C:44]1[CH:49]=[CH:48][C:47]([C:50]#[N:51])=[CH:46][CH:45]=1)=[O:40])([C:32]([CH3:35])([CH3:34])[CH3:33])([CH3:31])[CH3:30]. The catalyst is C(Cl)Cl.CCOC(C)=O. The product is [Si:29]([O:36][C@@H:37]([CH3:64])[C@@H:38]([NH:53][C:54]1[CH:59]=[CH:58][C:57]([C:60]#[N:61])=[C:56]([Cl:62])[C:55]=1[CH3:63])[C:39]1[O:40][C:43]([C:44]2[CH:45]=[CH:46][C:47]([C:50]#[N:51])=[CH:48][CH:49]=2)=[N:42][N:41]=1)([C:32]([CH3:33])([CH3:35])[CH3:34])([CH3:30])[CH3:31]. The yield is 0.840. (5) The reactants are CS(O[CH:6]([C:8]1[CH:9]=[N:10][C:11]([NH:40][C:41]2[CH:42]=[N:43][C:44]([O:48][CH3:49])=[C:45]([F:47])[CH:46]=2)=[C:12]([C:14]2[N:19]=[C:18]([N:20]([CH2:30][C:31]3[CH:36]=[CH:35][C:34]([O:37][CH3:38])=[CH:33][CH:32]=3)[CH2:21][C:22]3[CH:27]=[CH:26][C:25]([O:28][CH3:29])=[CH:24][CH:23]=3)[N:17]=[C:16]([CH3:39])[N:15]=2)[CH:13]=1)[CH3:7])(=O)=O.CC#N.CC1(C)CCCC(C)(C)N1.[CH3:63][C@@H:64]1[NH:69][CH2:68][CH2:67][N:66]([C:70]([O:72][C:73]([CH3:76])([CH3:75])[CH3:74])=[O:71])[CH2:65]1. The catalyst is O.C(Cl)Cl. The product is [CH3:29][O:28][C:25]1[CH:24]=[CH:23][C:22]([CH2:21][N:20]([CH2:30][C:31]2[CH:32]=[CH:33][C:34]([O:37][CH3:38])=[CH:35][CH:36]=2)[C:18]2[N:17]=[C:16]([CH3:39])[N:15]=[C:14]([C:12]3[CH:13]=[C:8]([C@@H:6]([N:69]4[CH2:68][CH2:67][N:66]([C:70]([O:72][C:73]([CH3:76])([CH3:75])[CH3:74])=[O:71])[CH2:65][C@@H:64]4[CH3:63])[CH3:7])[CH:9]=[N:10][C:11]=3[NH:40][C:41]3[CH:42]=[N:43][C:44]([O:48][CH3:49])=[C:45]([F:47])[CH:46]=3)[N:19]=2)=[CH:27][CH:26]=1.[CH3:29][O:28][C:25]1[CH:24]=[CH:23][C:22]([CH2:21][N:20]([CH2:30][C:31]2[CH:32]=[CH:33][C:34]([O:37][CH3:38])=[CH:35][CH:36]=2)[C:18]2[N:17]=[C:16]([CH3:39])[N:15]=[C:14]([C:12]3[CH:13]=[C:8]([C@H:6]([N:69]4[CH2:68][CH2:67][N:66]([C:70]([O:72][C:73]([CH3:76])([CH3:75])[CH3:74])=[O:71])[CH2:65][C@@H:64]4[CH3:63])[CH3:7])[CH:9]=[N:10][C:11]=3[NH:40][C:41]3[CH:42]=[N:43][C:44]([O:48][CH3:49])=[C:45]([F:47])[CH:46]=3)[N:19]=2)=[CH:27][CH:26]=1. The yield is 0.178. (6) The reactants are C[Al](C)C.[Cl:5][C:6]1[CH:7]=[CH:8][C:9]([NH2:12])=[N:10][CH:11]=1.[Si:13]([O:20][CH2:21][C@H:22]([O:24][CH2:25][C@H:26]([O:31][C:32]1[N:37]=[CH:36][N:35]=[C:34]2[N:38]([C:41]3[C:46]([Cl:47])=[CH:45][CH:44]=[CH:43][N:42]=3)[N:39]=[CH:40][C:33]=12)[C:27](OC)=[O:28])[CH3:23])([C:16]([CH3:19])([CH3:18])[CH3:17])([CH3:15])[CH3:14].C(C(C(C([O-])=O)O)O)([O-])=O.[K+].[Na+]. The catalyst is C1(C)C=CC=CC=1.CCOC(C)=O. The product is [Si:13]([O:20][CH2:21][C@H:22]([O:24][CH2:25][C@H:26]([O:31][C:32]1[N:37]=[CH:36][N:35]=[C:34]2[N:38]([C:41]3[C:46]([Cl:47])=[CH:45][CH:44]=[CH:43][N:42]=3)[N:39]=[CH:40][C:33]=12)[C:27]([NH:12][C:9]1[CH:8]=[CH:7][C:6]([Cl:5])=[CH:11][N:10]=1)=[O:28])[CH3:23])([C:16]([CH3:19])([CH3:18])[CH3:17])([CH3:15])[CH3:14]. The yield is 0.780.